Dataset: Reaction yield outcomes from USPTO patents with 853,638 reactions. Task: Predict the reaction yield, written as a fraction of the theoretical maximum amount of product (1.0 means a 100% yield; for example, 0.34 means a 34% yield). The reactants are Cl.[CH3:2][O:3][C:4]1[C:5](=[O:19])[C:6]([C:16]([OH:18])=O)=[N:7][N:8]([C:10]2[CH:11]=[N:12][CH:13]=[CH:14][CH:15]=2)[CH:9]=1.Cl.[CH3:21][NH:22][O:23][CH3:24].F[B-](F)(F)F.N1(OC(N(C)C)=[N+](C)C)C2C=CC=CC=2N=N1. The catalyst is CN(C=O)C.CCOC(C)=O. The product is [CH3:24][O:23][N:22]([CH3:21])[C:16]([C:6]1[C:5](=[O:19])[C:4]([O:3][CH3:2])=[CH:9][N:8]([C:10]2[CH:11]=[N:12][CH:13]=[CH:14][CH:15]=2)[N:7]=1)=[O:18]. The yield is 0.790.